Dataset: Forward reaction prediction with 1.9M reactions from USPTO patents (1976-2016). Task: Predict the product of the given reaction. Given the reactants C(=O)([O-])[O-].[K+].[K+].[OH:7][C:8]1[C:13]([CH3:14])=[C:12]([OH:15])[CH:11]=[CH:10][C:9]=1[C:16](=[O:20])[CH2:17][CH2:18][CH3:19].Br[CH2:22][CH2:23][CH2:24][CH2:25][O:26][C:27]1[CH:34]=[CH:33][C:30]([C:31]#[N:32])=[CH:29][CH:28]=1, predict the reaction product. The product is: [C:16]([C:9]1[CH:10]=[CH:11][C:12]([O:15][CH2:22][CH2:23][CH2:24][CH2:25][O:26][C:27]2[CH:28]=[CH:29][C:30]([C:31]#[N:32])=[CH:33][CH:34]=2)=[C:13]([CH3:14])[C:8]=1[OH:7])(=[O:20])[CH2:17][CH2:18][CH3:19].